From a dataset of Peptide-MHC class I binding affinity with 185,985 pairs from IEDB/IMGT. Regression. Given a peptide amino acid sequence and an MHC pseudo amino acid sequence, predict their binding affinity value. This is MHC class I binding data. (1) The peptide sequence is IMYGPIKSM. The MHC is H-2-Kb with pseudo-sequence H-2-Kb. The binding affinity (normalized) is 0.683. (2) The peptide sequence is GMSIVCIVAA. The MHC is HLA-A68:02 with pseudo-sequence HLA-A68:02. The binding affinity (normalized) is 0.304. (3) The peptide sequence is YVSSIFLHL. The MHC is HLA-A01:01 with pseudo-sequence HLA-A01:01. The binding affinity (normalized) is 0.423.